Dataset: Forward reaction prediction with 1.9M reactions from USPTO patents (1976-2016). Task: Predict the product of the given reaction. (1) Given the reactants [NH2:1][C:2]1[CH:29]=[CH:28][C:5]([C:6]([N:8]2[CH2:13][CH2:12][N:11]([CH2:14][C:15]3[CH:16]=[C:17]([CH:25]=[CH:26][CH:27]=3)[C:18]([NH:20][C:21]([CH3:24])([CH3:23])[CH3:22])=[O:19])[CH2:10][CH2:9]2)=[O:7])=[CH:4][C:3]=1[Cl:30].C1C([N+]([O-])=O)=CC=C([Cl-][C:41]([O-])=[O:42])C=1.[CH:44]1([NH2:48])[CH2:47][CH2:46][CH2:45]1, predict the reaction product. The product is: [C:21]([NH:20][C:18](=[O:19])[C:17]1[CH:25]=[CH:26][CH:27]=[C:15]([CH2:14][N:11]2[CH2:12][CH2:13][N:8]([C:6](=[O:7])[C:5]3[CH:28]=[CH:29][C:2]([NH:1][C:41]([NH:48][CH:44]4[CH2:47][CH2:46][CH2:45]4)=[O:42])=[C:3]([Cl:30])[CH:4]=3)[CH2:9][CH2:10]2)[CH:16]=1)([CH3:24])([CH3:23])[CH3:22]. (2) Given the reactants [C:1]([C:5]1[O:9][N:8]=[C:7]([NH:10][C:11]([NH:13][C:14]2[CH:19]=[CH:18][CH:17]=[C:16]([O:20][C:21]3[C:30]4[C:25](=[CH:26][CH:27]=[C:28](I)[CH:29]=4)[N:24]=[CH:23][N:22]=3)[CH:15]=2)=[O:12])[CH:6]=1)([CH3:4])([CH3:3])[CH3:2].[CH:32]([C:34]1[O:38][C:37](B(O)O)=[CH:36][CH:35]=1)=[O:33].C([O-])([O-])=O.[Na+].[Na+], predict the reaction product. The product is: [C:1]([C:5]1[O:9][N:8]=[C:7]([NH:10][C:11]([NH:13][C:14]2[CH:19]=[CH:18][CH:17]=[C:16]([O:20][C:21]3[C:30]4[C:25](=[CH:26][CH:27]=[C:28]([C:37]5[O:38][C:34]([CH:32]=[O:33])=[CH:35][CH:36]=5)[CH:29]=4)[N:24]=[CH:23][N:22]=3)[CH:15]=2)=[O:12])[CH:6]=1)([CH3:4])([CH3:3])[CH3:2]. (3) Given the reactants C(OC(=O)[NH:7][C@@H:8]([C:36]1[CH:41]=[CH:40][CH:39]=[CH:38][CH:37]=1)[C:9]([N:11]1[C@H:16]([C:17](=[O:29])[NH:18][C@H:19]2[C:28]3[C:23](=[CH:24][CH:25]=[CH:26][CH:27]=3)[O:22][CH2:21][CH2:20]2)[CH2:15][N:14]2[CH2:30][C@H:31]([O:33][CH2:34][CH3:35])[CH2:32][C@@H:13]2[CH2:12]1)=[O:10])(C)(C)C.C(OCC)(=O)C.[ClH:49], predict the reaction product. The product is: [ClH:49].[ClH:49].[NH2:7][C@@H:8]([C:36]1[CH:37]=[CH:38][CH:39]=[CH:40][CH:41]=1)[C:9]([N:11]1[C@H:16]([C:17]([NH:18][C@H:19]2[C:28]3[C:23](=[CH:24][CH:25]=[CH:26][CH:27]=3)[O:22][CH2:21][CH2:20]2)=[O:29])[CH2:15][N:14]2[CH2:30][C@H:31]([O:33][CH2:34][CH3:35])[CH2:32][C@@H:13]2[CH2:12]1)=[O:10]. (4) Given the reactants [C:1]([C:3]1[CH:8]=[CH:7][C:6]([NH:9][C:10]2[S:11][C:12]([CH3:17])=[CH:13][C:14]=2[C:15]#[N:16])=[C:5]([N+:18]([O-])=O)[CH:4]=1)#[N:2].[Sn](Cl)(Cl)(Cl)[Cl:22], predict the reaction product. The product is: [ClH:22].[NH2:16][C:15]1[C:14]2[CH:13]=[C:12]([CH3:17])[S:11][C:10]=2[NH:9][C:6]2[CH:7]=[CH:8][C:3]([C:1]#[N:2])=[CH:4][C:5]=2[N:18]=1. (5) The product is: [Cl:18][C:11]1[CH:12]=[C:13]2[C:8](=[CH:9][CH:10]=1)[NH:7][C:6]([C:4]([NH:39][C@@H:37]([C:33]1[CH:32]=[C:31]([CH:36]=[CH:35][CH:34]=1)[O:30][C:27]1[CH:28]=[CH:29][C:24]([CH2:23][CH2:22][C:21]([OH:41])=[O:20])=[C:25]([CH3:40])[CH:26]=1)[CH3:38])=[O:5])=[C:14]2[CH2:15][CH2:16][CH3:17]. Given the reactants C(O[C:4]([C:6]1[NH:7][C:8]2[C:13]([C:14]=1[CH2:15][CH2:16][CH3:17])=[CH:12][C:11]([Cl:18])=[CH:10][CH:9]=2)=[O:5])C.C[O:20][C:21](=[O:41])[CH2:22][CH2:23][C:24]1[CH:29]=[CH:28][C:27]([O:30][C:31]2[CH:36]=[CH:35][CH:34]=[C:33]([C@H:37]([NH2:39])[CH3:38])[CH:32]=2)=[CH:26][C:25]=1[CH3:40], predict the reaction product.